The task is: Predict the reactants needed to synthesize the given product.. This data is from Full USPTO retrosynthesis dataset with 1.9M reactions from patents (1976-2016). (1) Given the product [Br:7][C:8]1[C:9]([N:23]2[CH2:24][CH2:25][N:26]([S:2]([CH3:1])(=[O:4])=[O:3])[CH2:27][CH2:28]2)=[N:10][C:11]([NH:14][C:15]2[CH:20]=[CH:19][C:18]([F:21])=[C:17]([Cl:22])[CH:16]=2)=[N:12][CH:13]=1, predict the reactants needed to synthesize it. The reactants are: [CH3:1][S:2](Cl)(=[O:4])=[O:3].Cl.[Br:7][C:8]1[C:9]([N:23]2[CH2:28][CH2:27][NH:26][CH2:25][CH2:24]2)=[N:10][C:11]([NH:14][C:15]2[CH:20]=[CH:19][C:18]([F:21])=[C:17]([Cl:22])[CH:16]=2)=[N:12][CH:13]=1.C(N(CC)CC)C. (2) The reactants are: [NH2:1][CH:2]1[CH2:7][CH2:6][CH2:5][CH:4]([C:8]([OH:10])=[O:9])[CH2:3]1.[OH-].[Na+].[CH3:13][C:14]([O:17][C:18](O[C:18]([O:17][C:14]([CH3:16])([CH3:15])[CH3:13])=[O:19])=[O:19])([CH3:16])[CH3:15]. Given the product [CH3:13][C:14]([O:17][C:18]([NH:1][CH:2]1[CH2:7][CH2:6][CH2:5][CH:4]([C:8]([OH:10])=[O:9])[CH2:3]1)=[O:19])([CH3:16])[CH3:15], predict the reactants needed to synthesize it.